Dataset: Forward reaction prediction with 1.9M reactions from USPTO patents (1976-2016). Task: Predict the product of the given reaction. (1) Given the reactants Br[C:2]1[CH:7]=[CH:6][C:5]([C@H:8]([NH:13][C@@H:14]([CH2:27][CH:28]([CH3:30])[CH3:29])[C:15]([N:17]2[CH2:21][C@H:20]([F:22])[C@H:19]3[O:23][CH2:24][C@H:25]([OH:26])[C@@H:18]23)=[O:16])[C:9]([F:12])([F:11])[F:10])=[CH:4][CH:3]=1.[F:31][C:32]1[CH:37]=[CH:36][C:35](B(O)O)=[CH:34][CH:33]=1, predict the reaction product. The product is: [F:22][C@H:20]1[CH2:21][N:17]([C:15](=[O:16])[C@@H:14]([NH:13][C@@H:8]([C:5]2[CH:6]=[CH:7][C:2]([C:35]3[CH:36]=[CH:37][C:32]([F:31])=[CH:33][CH:34]=3)=[CH:3][CH:4]=2)[C:9]([F:12])([F:11])[F:10])[CH2:27][CH:28]([CH3:30])[CH3:29])[C@@H:18]2[C@@H:25]([OH:26])[CH2:24][O:23][C@H:19]12. (2) Given the reactants [CH:1]1([C:4]2[N:8]=[C:7]([C:9]3[C:10]4[CH2:25][CH2:24][CH2:23][CH2:22][C:11]=4[S:12][C:13]=3[NH:14]C(=O)OC(C)(C)C)[O:6][N:5]=2)[CH2:3][CH2:2]1.C(O)(C(F)(F)F)=O.CCCCCCC.CCOC(C)=O, predict the reaction product. The product is: [CH:1]1([C:4]2[N:8]=[C:7]([C:9]3[C:10]4[CH2:25][CH2:24][CH2:23][CH2:22][C:11]=4[S:12][C:13]=3[NH2:14])[O:6][N:5]=2)[CH2:3][CH2:2]1. (3) Given the reactants F[C:2]1[CH:3]=[C:4]([CH:14]=[C:15]([F:20])[C:16]=1[N+:17]([O-])=O)[O:5][CH2:6][C:7]1[CH:12]=[CH:11][C:10]([CH3:13])=[CH:9][N:8]=1.[Br:21][C:22]1[CH:23]=[C:24]([CH2:28][NH2:29])[CH:25]=[CH:26][CH:27]=1.[C:30]1(=[O:40])[C:34]2([CH2:38][CH2:37][CH2:36][CH2:35]2)[CH2:33][C:32](=O)[O:31]1, predict the reaction product. The product is: [Br:21][C:22]1[CH:23]=[C:24]([CH:25]=[CH:26][CH:27]=1)[CH2:28][N:29]1[C:2]2[CH:3]=[C:4]([O:5][CH2:6][C:7]3[CH:12]=[CH:11][C:10]([CH3:13])=[CH:9][N:8]=3)[CH:14]=[C:15]([F:20])[C:16]=2[N:17]=[C:32]1[CH2:33][C:34]1([C:30]([OH:40])=[O:31])[CH2:38][CH2:37][CH2:36][CH2:35]1. (4) Given the reactants [CH3:1][C:2]1[S:6]/[C:5](=[N:7]\[C:8]([C:10]2[CH:22]=[CH:21][CH:20]=[CH:19][C:11]=2[C:12]([O:14]C(C)(C)C)=[O:13])=[O:9])/[N:4]([CH2:23][C:24]2[C:33]3[C:28](=[CH:29][CH:30]=[CH:31][CH:32]=3)[CH:27]=[CH:26][CH:25]=2)[CH:3]=1.Cl.O1CCOCC1, predict the reaction product. The product is: [CH3:1][C:2]1[S:6]/[C:5](=[N:7]\[C:8]([C:10]2[CH:22]=[CH:21][CH:20]=[CH:19][C:11]=2[C:12]([OH:14])=[O:13])=[O:9])/[N:4]([CH2:23][C:24]2[C:33]3[C:28](=[CH:29][CH:30]=[CH:31][CH:32]=3)[CH:27]=[CH:26][CH:25]=2)[CH:3]=1. (5) Given the reactants [CH3:1][N:2]([CH3:32])[CH2:3][CH2:4][N:5]1[CH2:10][CH2:9][CH:8]([N:11]([CH3:31])[C:12]([NH:14][C:15]2[CH:20]=[C:19]([O:21][C:22]3[CH:27]=[CH:26][C:25]([N+:28]([O-])=O)=[CH:24][CH:23]=3)[CH:18]=[CH:17][N:16]=2)=[O:13])[CH2:7][CH2:6]1, predict the reaction product. The product is: [NH2:28][C:25]1[CH:24]=[CH:23][C:22]([O:21][C:19]2[CH:18]=[CH:17][N:16]=[C:15]([NH:14][C:12](=[O:13])[N:11]([CH:8]3[CH2:9][CH2:10][N:5]([CH2:4][CH2:3][N:2]([CH3:1])[CH3:32])[CH2:6][CH2:7]3)[CH3:31])[CH:20]=2)=[CH:27][CH:26]=1. (6) The product is: [F:13][CH2:14][CH2:15][O:16][N:17]=[C:4]1[C:6]2[C:11](=[N:10][CH:9]=[CH:8][CH:7]=2)[NH:1][C:2]1=[O:3]. Given the reactants [NH:1]1[C:11]2[C:6](=[CH:7][CH:8]=[CH:9][N:10]=2)[C:4](=O)[C:2]1=[O:3].Cl.[F:13][CH2:14][CH2:15][O:16][NH2:17], predict the reaction product. (7) Given the reactants [C:1]1([CH2:7][CH2:8][N:9]2[CH2:14][CH2:13][CH:12]([C:15]([O:17]CC)=[O:16])[CH2:11][CH2:10]2)[CH:6]=[CH:5][CH:4]=[CH:3][CH:2]=1.[ClH:20], predict the reaction product. The product is: [ClH:20].[C:1]1([CH2:7][CH2:8][N:9]2[CH2:14][CH2:13][CH:12]([C:15]([OH:17])=[O:16])[CH2:11][CH2:10]2)[CH:2]=[CH:3][CH:4]=[CH:5][CH:6]=1.